The task is: Regression. Given a peptide amino acid sequence and an MHC pseudo amino acid sequence, predict their binding affinity value. This is MHC class I binding data.. This data is from Peptide-MHC class I binding affinity with 185,985 pairs from IEDB/IMGT. (1) The MHC is HLA-A02:01 with pseudo-sequence HLA-A02:01. The peptide sequence is ITFQVPFSV. The binding affinity (normalized) is 0.613. (2) The peptide sequence is AARLKRSAT. The MHC is HLA-A02:01 with pseudo-sequence HLA-A02:01. The binding affinity (normalized) is 0. (3) The peptide sequence is FPTQADAIG. The MHC is HLA-A02:01 with pseudo-sequence HLA-A02:01. The binding affinity (normalized) is 0.0847.